This data is from Full USPTO retrosynthesis dataset with 1.9M reactions from patents (1976-2016). The task is: Predict the reactants needed to synthesize the given product. (1) Given the product [Cl:1][C:2]1[CH:7]=[C:6]([O:8][C:9]2[C:10]3[CH:17]=[C:16]([C:18]4[CH:19]=[CH:20][C:21]([O:24][CH2:25][CH2:26][CH2:27][N:28]([CH2:29][CH3:30])[CH2:31][CH3:32])=[CH:22][CH:23]=4)[N:15]([CH2:33][O:34][CH2:35][CH2:36][Si:37]([CH3:38])([CH3:39])[CH3:40])[C:11]=3[N:12]=[CH:13][N:14]=2)[CH:5]=[CH:4][C:3]=1[NH:41][C:46]([NH:45][CH:42]1[CH2:44][CH2:43]1)=[O:47], predict the reactants needed to synthesize it. The reactants are: [Cl:1][C:2]1[CH:7]=[C:6]([O:8][C:9]2[C:10]3[CH:17]=[C:16]([C:18]4[CH:23]=[CH:22][C:21]([O:24][CH2:25][CH2:26][CH2:27][N:28]([CH2:31][CH3:32])[CH2:29][CH3:30])=[CH:20][CH:19]=4)[N:15]([CH2:33][O:34][CH2:35][CH2:36][Si:37]([CH3:40])([CH3:39])[CH3:38])[C:11]=3[N:12]=[CH:13][N:14]=2)[CH:5]=[CH:4][C:3]=1[NH2:41].[CH:42]1([NH:45][C:46](=O)[O:47]C2C=CC=CC=2)[CH2:44][CH2:43]1.O. (2) Given the product [CH2:11]([O:10][C:5]1[CH:4]=[CH:3][C:2]([Br:1])=[CH:9][C:6]=1[CH:7]=[O:8])[C:12]1[CH:17]=[CH:16][CH:15]=[CH:14][CH:13]=1, predict the reactants needed to synthesize it. The reactants are: [Br:1][C:2]1[CH:3]=[CH:4][C:5]([OH:10])=[C:6]([CH:9]=1)[CH:7]=[O:8].[CH2:11](Br)[C:12]1[CH:17]=[CH:16][CH:15]=[CH:14][CH:13]=1. (3) Given the product [F:1][C:2]([F:11])([C:13]1[CH:18]=[CH:17][C:16]([O:19][CH3:20])=[CH:15][CH:14]=1)[C:3]([C:5]1[CH:6]=[CH:7][CH:8]=[CH:9][CH:10]=1)=[O:4], predict the reactants needed to synthesize it. The reactants are: [F:1][CH:2]([F:11])[C:3]([C:5]1[CH:10]=[CH:9][CH:8]=[CH:7][CH:6]=1)=[O:4].Br[C:13]1[CH:18]=[CH:17][C:16]([O:19][CH3:20])=[CH:15][CH:14]=1.ClC1C=CC(OC)=CC=1. (4) Given the product [Cl:30][C:29]([Cl:32])([Cl:31])[CH2:28][O:27][C:25](=[O:26])[NH:1][C:2]1[N:6]([C:7]2[CH:17]=[CH:16][CH:15]=[C:9]([O:10][C@@H:11]([CH3:14])[CH2:12][OH:13])[CH:8]=2)[N:5]=[C:4]([C:18]([CH3:20])([CH3:19])[CH3:21])[CH:3]=1, predict the reactants needed to synthesize it. The reactants are: [NH2:1][C:2]1[N:6]([C:7]2[CH:8]=[C:9]([CH:15]=[CH:16][CH:17]=2)[O:10][C@@H:11]([CH3:14])[CH2:12][OH:13])[N:5]=[C:4]([C:18]([CH3:21])([CH3:20])[CH3:19])[CH:3]=1.[OH-].[Na+].Cl[C:25]([O:27][CH2:28][C:29]([Cl:32])([Cl:31])[Cl:30])=[O:26]. (5) Given the product [Cl:33][C:30]1[CH:31]=[CH:32][C:27]([C@H:25]2[NH:34][C@@H:21]([CH2:20][OH:19])[CH2:22][O:23][CH2:24]2)=[CH:28][CH:29]=1, predict the reactants needed to synthesize it. The reactants are: Cl.[Si]([O:19][CH2:20][C@H:21]([NH:34]C(=O)OC(C)(C)C)[CH2:22][O:23][CH2:24][C:25]([C:27]1[CH:32]=[CH:31][C:30]([Cl:33])=[CH:29][CH:28]=1)=O)(C(C)(C)C)(C1C=CC=CC=1)C1C=CC=CC=1.[F-].C([N+](CCCC)(CCCC)CCCC)CCC.[Cl-].[NH4+]. (6) The reactants are: [CH3:1][C@@:2]12[C:10](=[O:11])[CH2:9][CH2:8][C@H:7]1[C@@H:6]1[CH2:12][CH:13]=[C:14]3[CH2:19][C@@H:18]([OH:20])[CH2:17][CH2:16][C@:15]3([CH3:21])[C@H:5]1[CH2:4][CH2:3]2.[C:22]([OH:29])(=[O:28])/[CH:23]=[CH:24]\[C:25]([OH:27])=[O:26]. Given the product [CH3:1][C@@:2]12[C:10](=[O:11])[CH2:9][CH2:8][C@H:7]1[C@@H:6]1[CH2:12][CH:13]=[C:14]3[CH2:19][C@@H:18]([OH:20])[CH2:17][CH2:16][C@:15]3([CH3:21])[C@H:5]1[CH2:4][CH2:3]2.[C:22]([OH:29])(=[O:28])/[CH:23]=[CH:24]\[C:25]([OH:27])=[O:26], predict the reactants needed to synthesize it.